From a dataset of Catalyst prediction with 721,799 reactions and 888 catalyst types from USPTO. Predict which catalyst facilitates the given reaction. Reactant: [F:1][C:2]([F:30])([F:29])[CH2:3][O:4][C:5]1[CH:6]=[C:7]([C:21]2([C:25]([O:27]C)=[O:26])[CH2:24][CH2:23][CH2:22]2)[CH:8]=[C:9]([C:11]2[CH:16]=[CH:15][C:14]([C:17]([F:20])([F:19])[F:18])=[CH:13][CH:12]=2)[CH:10]=1.O.[OH-].[Li+]. Product: [F:1][C:2]([F:29])([F:30])[CH2:3][O:4][C:5]1[CH:6]=[C:7]([C:21]2([C:25]([OH:27])=[O:26])[CH2:24][CH2:23][CH2:22]2)[CH:8]=[C:9]([C:11]2[CH:16]=[CH:15][C:14]([C:17]([F:18])([F:19])[F:20])=[CH:13][CH:12]=2)[CH:10]=1. The catalyst class is: 200.